From a dataset of Catalyst prediction with 721,799 reactions and 888 catalyst types from USPTO. Predict which catalyst facilitates the given reaction. Reactant: Cl[CH2:2][CH2:3][CH2:4]/[C:5](=[N:11]\[S@:12]([C:14]([CH3:17])([CH3:16])[CH3:15])=[O:13])/[C:6]1[S:7][CH:8]=[CH:9][CH:10]=1.CC(C[AlH]CC(C)C)C.[Li+].C[Si]([N-][Si](C)(C)C)(C)C. Product: [CH3:15][C:14]([S@@:12]([N:11]1[CH2:2][CH2:3][CH2:4][C@H:5]1[C:6]1[S:7][CH:8]=[CH:9][CH:10]=1)=[O:13])([CH3:17])[CH3:16]. The catalyst class is: 5.